Dataset: Catalyst prediction with 721,799 reactions and 888 catalyst types from USPTO. Task: Predict which catalyst facilitates the given reaction. Reactant: [Cl:1][C:2]1[CH:3]=[C:4]([C:9]2([C:24]([F:27])([F:26])[F:25])[O:13][N:12]=[C:11]([C:14]3[CH:19]=[CH:18][C:17]([N+:20]([O-:22])=[O:21])=[C:16]([OH:23])[CH:15]=3)[CH2:10]2)[CH:5]=[C:6]([Cl:8])[CH:7]=1.Br[C:29]([F:36])([F:35])C(OCC)=O.C(=O)([O-])[O-].[K+].[K+]. Product: [Cl:1][C:2]1[CH:3]=[C:4]([C:9]2([C:24]([F:25])([F:27])[F:26])[O:13][N:12]=[C:11]([C:14]3[CH:19]=[CH:18][C:17]([N+:20]([O-:22])=[O:21])=[C:16]([O:23][CH:29]([F:36])[F:35])[CH:15]=3)[CH2:10]2)[CH:5]=[C:6]([Cl:8])[CH:7]=1. The catalyst class is: 47.